This data is from Full USPTO retrosynthesis dataset with 1.9M reactions from patents (1976-2016). The task is: Predict the reactants needed to synthesize the given product. (1) The reactants are: FC(F)(F)C(O)=O.[O:8]1CCO[CH:9]1[CH2:13][N:14]1[C:23]2[C:18](=[CH:19][CH:20]=[C:21]([O:24][CH3:25])[CH:22]=2)[C:17]([CH3:26])=[CH:16][C:15]1=[O:27].C(=O)([O-])O.[Na+]. Given the product [CH3:25][O:24][C:21]1[CH:22]=[C:23]2[C:18]([C:17]([CH3:26])=[CH:16][C:15](=[O:27])[N:14]2[CH2:13][CH:9]=[O:8])=[CH:19][CH:20]=1, predict the reactants needed to synthesize it. (2) Given the product [CH:8]([C:5]1[CH:6]=[CH:7][C:2](/[CH:12]=[CH:11]/[C:10]([O:14][CH2:15][CH3:16])=[O:13])=[N:3][CH:4]=1)=[O:9], predict the reactants needed to synthesize it. The reactants are: Br[C:2]1[CH:7]=[CH:6][C:5]([CH:8]=[O:9])=[CH:4][N:3]=1.[C:10]([O:14][CH3:15])(=[O:13])[CH:11]=[CH2:12].[C:16]1(C)C=CC=CC=1P(C1C=CC=CC=1C)C1C=CC=CC=1C.C([O-])(=O)C.[Na+].